This data is from Peptide-MHC class II binding affinity with 134,281 pairs from IEDB. The task is: Regression. Given a peptide amino acid sequence and an MHC pseudo amino acid sequence, predict their binding affinity value. This is MHC class II binding data. (1) The peptide sequence is EHREVLQWKFDSQLARRH. The MHC is DRB4_0101 with pseudo-sequence DRB4_0103. The binding affinity (normalized) is 0.965. (2) The peptide sequence is AYEGQRVVFIQPSPV. The MHC is HLA-DPA10103-DPB10401 with pseudo-sequence HLA-DPA10103-DPB10401. The binding affinity (normalized) is 0.200. (3) The peptide sequence is EKKYFAATQFEPGAA. The MHC is HLA-DPA10201-DPB10101 with pseudo-sequence HLA-DPA10201-DPB10101. The binding affinity (normalized) is 0.824. (4) The peptide sequence is FTSLEYIEAAKWLLP. The MHC is DRB1_0405 with pseudo-sequence DRB1_0405. The binding affinity (normalized) is 0.430. (5) The peptide sequence is GAVSFWMCSNGSLQFRI. The MHC is DRB1_1101 with pseudo-sequence DRB1_1101. The binding affinity (normalized) is 0.420. (6) The peptide sequence is NIRYLVMAIVSDFSS. The MHC is DRB5_0101 with pseudo-sequence DRB5_0101. The binding affinity (normalized) is 0.510. (7) The peptide sequence is SYNKRVFCEAVRRVA. The MHC is DRB1_0901 with pseudo-sequence DRB1_0901. The binding affinity (normalized) is 0.429. (8) The peptide sequence is INEPDAAAIAYGLDR. The MHC is HLA-DQA10401-DQB10402 with pseudo-sequence HLA-DQA10401-DQB10402. The binding affinity (normalized) is 0.559. (9) The peptide sequence is STWYGKPTAAGPKDN. The MHC is HLA-DPA10201-DPB10101 with pseudo-sequence HLA-DPA10201-DPB10101. The binding affinity (normalized) is 0.